Dataset: Full USPTO retrosynthesis dataset with 1.9M reactions from patents (1976-2016). Task: Predict the reactants needed to synthesize the given product. (1) The reactants are: [C:1]([C:10]1[CH:15]=[CH:14][CH:13]=[CH:12][CH:11]=1)(=O)[CH2:2][CH2:3][CH2:4][CH2:5][CH2:6][CH2:7][CH3:8].C([SiH](CC)CC)C.[Cl-].[Al+3].[Cl-].[Cl-].Cl[CH2:28][CH2:29][C:30](Cl)=[O:31].[N:33]([O-:35])=[O:34].[Na+]. Given the product [N+:33]([CH2:28][CH2:29][C:30]([C:13]1[CH:14]=[CH:15][C:10]([CH2:1][CH2:2][CH2:3][CH2:4][CH2:5][CH2:6][CH2:7][CH3:8])=[CH:11][CH:12]=1)=[O:31])([O-:35])=[O:34], predict the reactants needed to synthesize it. (2) Given the product [Cl:1][C:2]1[C:10]([Cl:11])=[CH:9][CH:8]=[CH:7][C:3]=1[C:4]([NH:18][CH2:17][CH:16]([C:19]1[CH:24]=[N:23][C:22]([CH3:25])=[N:21][CH:20]=1)[CH2:15][CH:12]1[CH2:14][CH2:13]1)=[O:6], predict the reactants needed to synthesize it. The reactants are: [Cl:1][C:2]1[C:10]([Cl:11])=[CH:9][CH:8]=[CH:7][C:3]=1[C:4]([OH:6])=O.[CH:12]1([CH2:15][CH:16]([C:19]2[CH:20]=[N:21][C:22]([CH3:25])=[N:23][CH:24]=2)[CH2:17][NH2:18])[CH2:14][CH2:13]1. (3) Given the product [F:20][C:2]([F:1])([F:19])[C:3]1[CH:4]=[CH:5][C:6]([CH:9]2[C:18]3[C:13](=[CH:14][CH:15]=[CH:16][CH:17]=3)[CH2:12][CH2:11][NH:10]2)=[CH:7][CH:8]=1, predict the reactants needed to synthesize it. The reactants are: [F:1][C:2]([F:20])([F:19])[C:3]1[CH:8]=[CH:7][C:6]([C:9]2[C:18]3[C:13](=[CH:14][CH:15]=[CH:16][CH:17]=3)[CH2:12][CH2:11][N:10]=2)=[CH:5][CH:4]=1.[BH4-].[Na+]. (4) Given the product [F:20][C:21]([F:41])([F:42])[C:22]1[CH:23]=[C:24]([C@H:32]([O:19][C@@H:10]2[C@@H:11]([C:13]3[CH:14]=[CH:15][CH:16]=[CH:17][CH:18]=3)[CH2:12][N:8]([C:6]([O:5][C:1]([CH3:4])([CH3:2])[CH3:3])=[O:7])[CH2:9]2)[CH3:33])[CH:25]=[C:26]([C:28]([F:29])([F:30])[F:31])[CH:27]=1, predict the reactants needed to synthesize it. The reactants are: [C:1]([O:5][C:6]([N:8]1[CH2:12][C@H:11]([C:13]2[CH:18]=[CH:17][CH:16]=[CH:15][CH:14]=2)[C@@H:10]([OH:19])[CH2:9]1)=[O:7])([CH3:4])([CH3:3])[CH3:2].[F:20][C:21]([F:42])([F:41])[C:22]1[CH:23]=[C:24]([C@@H:32](OC(=N)C(Cl)(Cl)Cl)[CH3:33])[CH:25]=[C:26]([C:28]([F:31])([F:30])[F:29])[CH:27]=1. (5) Given the product [OH:29][CH2:28][C:2]([CH3:38])([CH3:1])[CH2:3][NH:4][C:5]([C:7]1[C:15]2[C:10](=[N:11][CH:12]=[C:13]([C:16]([F:18])([F:19])[F:17])[N:14]=2)[NH:9][CH:8]=1)=[O:6], predict the reactants needed to synthesize it. The reactants are: [CH3:1][C:2]([CH3:38])([CH2:28][O:29]COCC[Si](C)(C)C)[CH2:3][NH:4][C:5]([C:7]1[C:15]2[C:10](=[N:11][CH:12]=[C:13]([C:16]([F:19])([F:18])[F:17])[N:14]=2)[N:9](COCC[Si](C)(C)C)[CH:8]=1)=[O:6].Cl.C(=O)(O)[O-].[Na+]. (6) Given the product [C:1]([O:5][C:6]([NH:8][CH:9]1[CH2:14][CH2:13][CH2:12][CH2:11][CH:10]1[C:15]([O:17][CH2:21][CH2:20][Si:19]([CH3:24])([CH3:23])[CH3:18])=[O:16])=[O:7])([CH3:4])([CH3:2])[CH3:3], predict the reactants needed to synthesize it. The reactants are: [C:1]([O:5][C:6]([NH:8][CH:9]1[CH2:14][CH2:13][CH2:12][CH2:11][CH:10]1[C:15]([OH:17])=[O:16])=[O:7])([CH3:4])([CH3:3])[CH3:2].[CH3:18][Si:19]([CH3:24])([CH3:23])[CH2:20][CH2:21]O.CCN=C=NCCCN(C)C. (7) Given the product [F:15][C:16]1[C:21]([N:22]2[CH:7]=[CH:6][C:5]3[C:10](=[CH:11][CH:12]=[CH:13][C:4]=3[N+:1]([O-:3])=[O:2])[C:9]2=[O:14])=[CH:20][CH:19]=[CH:18][N:17]=1, predict the reactants needed to synthesize it. The reactants are: [N+:1]([C:4]1[CH:13]=[CH:12][CH:11]=[C:10]2[C:5]=1[CH:6]=[CH:7]O[C:9]2=[O:14])([O-:3])=[O:2].[F:15][C:16]1[C:21]([NH2:22])=[CH:20][CH:19]=[CH:18][N:17]=1.CO.